This data is from Retrosynthesis with 50K atom-mapped reactions and 10 reaction types from USPTO. The task is: Predict the reactants needed to synthesize the given product. (1) Given the product CN(CCOc1ccc(C=O)cc1)c1ncccn1, predict the reactants needed to synthesize it. The reactants are: CN(CCO)c1ncccn1.O=Cc1ccc(F)cc1. (2) Given the product Cc1ccc(N2CCN(C(=O)c3ccc(N(CCO)S(C)(=O)=O)cc3)CC2)c(C)c1, predict the reactants needed to synthesize it. The reactants are: Cc1ccc(N2CCN(C(=O)c3ccc(N(CCOC4CCCCO4)S(C)(=O)=O)cc3)CC2)c(C)c1. (3) Given the product Cc1ccc(S(=O)(=O)OCCC2COC2)cc1, predict the reactants needed to synthesize it. The reactants are: Cc1ccc(S(=O)(=O)Cl)cc1.OCCC1COC1. (4) Given the product Cc1cc(C)cc(N(c2ccccc2)c2ccccc2)c1, predict the reactants needed to synthesize it. The reactants are: Cc1cc(C)cc(I)c1.c1ccc(Nc2ccccc2)cc1. (5) Given the product CN(C)CCNS(C)(=O)=O, predict the reactants needed to synthesize it. The reactants are: CN(C)CCN.CS(=O)(=O)Cl. (6) Given the product O=C(c1cc2ncc(Br)cn2n1)N1CCC=C(c2ccccn2)C1, predict the reactants needed to synthesize it. The reactants are: C1=C(c2ccccn2)CNCC1.O=C(O)c1cc2ncc(Br)cn2n1.